The task is: Predict the product of the given reaction.. This data is from Forward reaction prediction with 1.9M reactions from USPTO patents (1976-2016). Given the reactants [F:1][C:2]1[CH:7]=[CH:6][C:5]([NH:8][C:9]2[NH:14][C:13](=O)[CH:12]=[C:11]([CH2:16][CH2:17][CH3:18])[N:10]=2)=[CH:4][CH:3]=1.P(Cl)(Cl)([Cl:21])=O.[OH-].[Na+], predict the reaction product. The product is: [Cl:21][C:13]1[CH:12]=[C:11]([CH2:16][CH2:17][CH3:18])[N:10]=[C:9]([NH:8][C:5]2[CH:6]=[CH:7][C:2]([F:1])=[CH:3][CH:4]=2)[N:14]=1.